This data is from Peptide-MHC class I binding affinity with 185,985 pairs from IEDB/IMGT. The task is: Regression. Given a peptide amino acid sequence and an MHC pseudo amino acid sequence, predict their binding affinity value. This is MHC class I binding data. (1) The peptide sequence is ITMVNSLTY. The MHC is HLA-B35:01 with pseudo-sequence HLA-B35:01. The binding affinity (normalized) is 0.476. (2) The peptide sequence is LMMNGTSAM. The MHC is HLA-C07:01 with pseudo-sequence HLA-C07:01. The binding affinity (normalized) is 0.0847. (3) The peptide sequence is LVFNSISARA. The MHC is HLA-A02:01 with pseudo-sequence HLA-A02:01. The binding affinity (normalized) is 0.106. (4) The peptide sequence is SSEQTFMYY. The MHC is HLA-A02:01 with pseudo-sequence HLA-A02:01. The binding affinity (normalized) is 0.0847. (5) The peptide sequence is RGEDGCWYGM. The MHC is HLA-A32:01 with pseudo-sequence HLA-A32:01. The binding affinity (normalized) is 0.139.